Dataset: Forward reaction prediction with 1.9M reactions from USPTO patents (1976-2016). Task: Predict the product of the given reaction. (1) Given the reactants [CH3:1][O:2][C:3]1[CH:4]=[CH:5][C:6]([CH:10]2[CH2:19][CH2:18][C:17]3[C:12](=[CH:13][CH:14]=[C:15]([O:20][CH3:21])[CH:16]=3)[CH2:11]2)=[C:7]([NH2:9])[CH:8]=1.Cl.[N:23]1([CH2:30][CH2:31][O:32][C:33]2[CH:38]=[CH:37][C:36]([CH2:39][C:40](O)=O)=[CH:35][CH:34]=2)[CH2:29][CH2:28][CH2:27][CH2:26][CH2:25][CH2:24]1, predict the reaction product. The product is: [N:23]1([CH2:30][CH2:31][O:32][C:33]2[CH:38]=[CH:37][C:36]([CH2:39][CH2:40][NH:9][C:7]3[CH:8]=[C:3]([O:2][CH3:1])[CH:4]=[CH:5][C:6]=3[CH:10]3[CH2:19][CH2:18][C:17]4[C:12](=[CH:13][CH:14]=[C:15]([O:20][CH3:21])[CH:16]=4)[CH2:11]3)=[CH:35][CH:34]=2)[CH2:29][CH2:28][CH2:27][CH2:26][CH2:25][CH2:24]1. (2) The product is: [Br:1][C:2]1[N:3]=[CH:4][C:5]2[CH:15]=[C:14]([C:16]3[CH:17]=[N:18][N:19]([C:21]([O:23][C:24]([CH3:27])([CH3:26])[CH3:25])=[O:22])[CH:20]=3)[N:8]([S:9]([CH3:12])(=[O:11])=[O:10])[C:6]=2[CH:7]=1. Given the reactants [Br:1][C:2]1[CH:7]=[C:6]([NH:8][S:9]([CH3:12])(=[O:11])=[O:10])[C:5](I)=[CH:4][N:3]=1.[C:14]([C:16]1[CH:17]=[N:18][N:19]([C:21]([O:23][C:24]([CH3:27])([CH3:26])[CH3:25])=[O:22])[CH:20]=1)#[CH:15].C(N(CC)CC)C, predict the reaction product. (3) Given the reactants Br[C:2]1[O:23][C:5]2[N:6]([CH3:22])[CH:7]=[C:8]([C:11]([NH:13][CH2:14][C:15]3[CH:20]=[CH:19][C:18]([Cl:21])=[CH:17][CH:16]=3)=[O:12])[C:9](=[O:10])[C:4]=2[CH:3]=1.[CH2:24]([OH:29])[CH2:25][CH2:26][C:27]#[CH:28], predict the reaction product. The product is: [Cl:21][C:18]1[CH:19]=[CH:20][C:15]([CH2:14][NH:13][C:11]([C:8]2[C:9](=[O:10])[C:4]3[CH:3]=[C:2]([C:28]#[C:27][CH2:26][CH2:25][CH2:24][OH:29])[O:23][C:5]=3[N:6]([CH3:22])[CH:7]=2)=[O:12])=[CH:16][CH:17]=1. (4) The product is: [C:17]([O:21][C@@H:22]([C:28]1[C:43]([CH3:44])=[CH:42][C:31]2[N:32]=[C:33]([C:35]3[CH:40]=[CH:39][N:38]=[C:37]([N:8]4[C:16]5[CH:15]=[CH:14][N:13]=[CH:12][C:11]=5[CH2:10][CH2:9]4)[CH:36]=3)[S:34][C:30]=2[C:29]=1[C:45]1[CH:46]=[CH:47][C:48]([Cl:51])=[CH:49][CH:50]=1)[C:23]([O:25][CH2:26][CH3:27])=[O:24])([CH3:18])([CH3:19])[CH3:20]. Given the reactants OC(C(F)(F)F)=O.[NH:8]1[C:16]2[CH:15]=[CH:14][N:13]=[CH:12][C:11]=2[CH2:10][CH2:9]1.[C:17]([O:21][C@@H:22]([C:28]1[C:43]([CH3:44])=[CH:42][C:31]2[N:32]=[C:33]([C:35]3[CH:40]=[CH:39][N:38]=[C:37](Cl)[CH:36]=3)[S:34][C:30]=2[C:29]=1[C:45]1[CH:50]=[CH:49][C:48]([Cl:51])=[CH:47][CH:46]=1)[C:23]([O:25][CH2:26][CH3:27])=[O:24])([CH3:20])([CH3:19])[CH3:18], predict the reaction product. (5) Given the reactants Cl.[NH:2]1[C:10]2[C:5](=[CH:6][C:7]([C:11]3[C:19]4[C:18]([NH2:20])=[N:17][CH:16]=[N:15][C:14]=4[N:13]([CH3:21])[CH:12]=3)=[CH:8][CH:9]=2)[CH2:4][CH2:3]1.[Cl:22][C:23]1[CH:24]=[CH:25][C:26]([F:33])=[C:27]([CH2:29][C:30](O)=[O:31])[CH:28]=1.CN(C(ON1N=NC2C=CC=NC1=2)=[N+](C)C)C.F[P-](F)(F)(F)(F)F.CCN(C(C)C)C(C)C, predict the reaction product. The product is: [Cl:22][C:23]1[CH:24]=[CH:25][C:26]([F:33])=[C:27]([CH2:29][C:30]([N:2]2[C:10]3[C:5](=[CH:6][C:7]([C:11]4[C:19]5[C:18]([NH2:20])=[N:17][CH:16]=[N:15][C:14]=5[N:13]([CH3:21])[CH:12]=4)=[CH:8][CH:9]=3)[CH2:4][CH2:3]2)=[O:31])[CH:28]=1. (6) Given the reactants Cl[C:2]1[N:7]=[C:6]([N:8]2[CH2:13][CH2:12][C:11]([F:15])([F:14])[CH2:10][CH2:9]2)[C:5]([N+:16]([O-:18])=[O:17])=[C:4]([CH3:19])[CH:3]=1.[N:20]1[C:29]2[CH2:28][CH2:27][NH:26][CH2:25][C:24]=2[CH:23]=[CH:22][CH:21]=1, predict the reaction product. The product is: [F:14][C:11]1([F:15])[CH2:12][CH2:13][N:8]([C:6]2[N:7]=[C:2]([N:26]3[CH2:27][CH2:28][C:29]4[N:20]=[CH:21][CH:22]=[CH:23][C:24]=4[CH2:25]3)[CH:3]=[C:4]([CH3:19])[C:5]=2[N+:16]([O-:18])=[O:17])[CH2:9][CH2:10]1. (7) Given the reactants [F:1][C:2]1[CH:10]=[C:9]2[C:5]([CH2:6][CH2:7][N:8]2[CH:11]2[CH2:16][CH2:15][NH:14][CH2:13][CH2:12]2)=[CH:4][CH:3]=1.Cl[C:18]1[N:19]=[N:20][C:21]([N:24]2[CH:28]=[C:27]([CH3:29])[N:26]=[CH:25]2)=[CH:22][CH:23]=1.CCN(C(C)C)C(C)C.O, predict the reaction product. The product is: [F:1][C:2]1[CH:10]=[C:9]2[C:5]([CH2:6][CH2:7][N:8]2[CH:11]2[CH2:16][CH2:15][N:14]([C:18]3[N:19]=[N:20][C:21]([N:24]4[CH:28]=[C:27]([CH3:29])[N:26]=[CH:25]4)=[CH:22][CH:23]=3)[CH2:13][CH2:12]2)=[CH:4][CH:3]=1. (8) Given the reactants [CH2:1]([C:5]1[N:6]([CH2:19][CH:20]([CH3:22])[CH3:21])[C:7]2[C:16]3[N:15]=[CH:14][CH:13]=[CH:12][C:11]=3[N:10]=[C:9]([NH2:17])[C:8]=2[N:18]=1)[CH2:2][CH2:3][CH3:4].[H][H], predict the reaction product. The product is: [CH2:1]([C:5]1[N:6]([CH2:19][CH:20]([CH3:21])[CH3:22])[C:7]2[C:16]3[NH:15][CH2:14][CH2:13][CH2:12][C:11]=3[N:10]=[C:9]([NH2:17])[C:8]=2[N:18]=1)[CH2:2][CH2:3][CH3:4]. (9) Given the reactants [C:1]([O:5][C:6]([N:8]1[C:12]2=[N:13][CH:14]=[CH:15][CH:16]=[C:11]2[C:10](I)=[CH:9]1)=[O:7])([CH3:4])([CH3:3])[CH3:2].[B:18]1([B:18]2[O:22][C:21]([CH3:24])([CH3:23])[C:20]([CH3:26])([CH3:25])[O:19]2)[O:22][C:21]([CH3:24])([CH3:23])[C:20]([CH3:26])([CH3:25])[O:19]1.C([O-])(=O)C.[K+].ClCCl.CN(C)C=O, predict the reaction product. The product is: [C:1]([O:5][C:6]([N:8]1[C:12]2=[N:13][CH:14]=[CH:15][CH:16]=[C:11]2[C:10]([B:18]2[O:22][C:21]([CH3:24])([CH3:23])[C:20]([CH3:26])([CH3:25])[O:19]2)=[CH:9]1)=[O:7])([CH3:4])([CH3:3])[CH3:2].